Dataset: Forward reaction prediction with 1.9M reactions from USPTO patents (1976-2016). Task: Predict the product of the given reaction. (1) Given the reactants Br[C:2]1[CH:7]=[CH:6][C:5]([CH:8]([C:18]2[CH:23]=[CH:22][CH:21]=[CH:20][C:19]=2[CH3:24])[CH2:9][C:10]([C:12]2[CH:17]=[CH:16][N:15]=[N:14][CH:13]=2)=[O:11])=[CH:4][CH:3]=1.[I-].[C:26]([O:30][C:31]([N:33]1[CH2:38][CH2:37][CH:36]([Zn+])[CH2:35][CH2:34]1)=[O:32])([CH3:29])([CH3:28])[CH3:27], predict the reaction product. The product is: [O:11]=[C:10]([C:12]1[CH:17]=[CH:16][N:15]=[N:14][CH:13]=1)[CH2:9][CH:8]([C:5]1[CH:4]=[CH:3][C:2]([CH:36]2[CH2:37][CH2:38][N:33]([C:31]([O:30][C:26]([CH3:29])([CH3:28])[CH3:27])=[O:32])[CH2:34][CH2:35]2)=[CH:7][CH:6]=1)[C:18]1[CH:23]=[CH:22][CH:21]=[CH:20][C:19]=1[CH3:24]. (2) Given the reactants [CH2:1]([O:3][C:4](=[O:27])[CH2:5][C:6]1[C:14]2[C:9](=[CH:10][C:11]([C:15]3[CH:20]=[C:19]([N+:21]([O-:23])=[O:22])[CH:18]=[C:17]([N+:24]([O-:26])=[O:25])[CH:16]=3)=[CH:12][CH:13]=2)[NH:8][CH:7]=1)[CH3:2].Br[CH2:29][C:30]1[C:31]2[CH:38]=[C:37]([Cl:39])[CH:36]=[C:35]([N:40]([CH3:43])[CH:41]=[O:42])[C:32]=2[S:33][CH:34]=1, predict the reaction product. The product is: [CH2:1]([O:3][C:4](=[O:27])[CH2:5][C:6]1[C:14]2[C:9](=[CH:10][C:11]([C:15]3[CH:16]=[C:17]([N+:24]([O-:26])=[O:25])[CH:18]=[C:19]([N+:21]([O-:23])=[O:22])[CH:20]=3)=[CH:12][CH:13]=2)[N:8]([CH2:29][C:30]2[C:31]3[CH:38]=[C:37]([Cl:39])[CH:36]=[C:35]([N:40]([CH:41]=[O:42])[CH3:43])[C:32]=3[S:33][CH:34]=2)[CH:7]=1)[CH3:2].